This data is from Full USPTO retrosynthesis dataset with 1.9M reactions from patents (1976-2016). The task is: Predict the reactants needed to synthesize the given product. (1) Given the product [S:1]=[C:2]1[C:7]2[N:8]3[C:14](=[C:15]([C:16]([NH2:17])=[O:18])[C:6]=2[N:5]=[CH:4][NH:3]1)[CH2:13][CH2:12][CH2:11][CH2:10][CH2:9]3, predict the reactants needed to synthesize it. The reactants are: [S:1]=[C:2]1[C:7]2[N:8]3[C:14](=[C:15]([C:16]#[N:17])[C:6]=2[N:5]=[CH:4][NH:3]1)[CH2:13][CH2:12][CH2:11][CH2:10][CH2:9]3.[OH-:18].[Na+].O. (2) Given the product [CH:11]([O:13][C:2]1[N:9]=[CH:8][CH:7]=[CH:6][C:3]=1[C:4]#[N:5])([CH3:12])[CH3:10], predict the reactants needed to synthesize it. The reactants are: Cl[C:2]1[N:9]=[CH:8][CH:7]=[CH:6][C:3]=1[C:4]#[N:5].[CH3:10][CH:11]([OH:13])[CH3:12].[OH-].[K+].C1OCCOCCOCCOCCOCCOC1. (3) Given the product [Cl:1][C:2]1[CH:10]=[C:9]2[C:5]([C:6]3([C@@H:15]([C:16]4[CH:21]=[CH:20][N:19]=[C:18]([Cl:22])[C:17]=4[F:23])[C@H:14]([C:24]([OH:26])=[O:25])[NH:13][C:12]43[CH2:46][CH2:45][C:44]([CH3:48])([CH3:47])[CH2:43][CH2:42]4)[C:7](=[O:11])[NH:8]2)=[CH:4][CH:3]=1, predict the reactants needed to synthesize it. The reactants are: [Cl:1][C:2]1[CH:10]=[C:9]2[C:5]([C:6]3([C@@H:15]([C:16]4[CH:21]=[CH:20][N:19]=[C:18]([Cl:22])[C:17]=4[F:23])[C@H:14]([C:24]([OH:26])=[O:25])[N:13]([C@H](C4C=CC=CC=4)[C@@H](O)C4C=CC=CC=4)[C:12]43[CH2:46][CH2:45][C:44]([CH3:48])([CH3:47])[CH2:43][CH2:42]4)[C:7](=[O:11])[NH:8]2)=[CH:4][CH:3]=1.[N+]([O-])([O-])=O.[NH4+].[NH4+].[Ce+4].[N+]([O-])([O-])=O.[N+]([O-])([O-])=O.[N+]([O-])([O-])=O.[N+]([O-])([O-])=O.[N+]([O-])([O-])=O.C(=O)([O-])[O-].[K+].[K+].